From a dataset of Forward reaction prediction with 1.9M reactions from USPTO patents (1976-2016). Predict the product of the given reaction. Given the reactants [CH3:1][O:2][C:3]([C:5]1[S:9][C:8]2[CH:10]=[C:11]([Cl:14])[CH:12]=[CH:13][C:7]=2[C:6]=1[OH:15])=[O:4].C([O-])([O-])=O.[K+].[K+].[CH2:22]([O:24][C:25](=[O:29])[CH:26](Br)[F:27])[CH3:23], predict the reaction product. The product is: [CH3:1][O:2][C:3]([C:5]1[S:9][C:8]2[CH:10]=[C:11]([Cl:14])[CH:12]=[CH:13][C:7]=2[C:6]=1[O:15][CH:26]([C:25]([O:24][CH2:22][CH3:23])=[O:29])[F:27])=[O:4].